This data is from Peptide-MHC class II binding affinity with 134,281 pairs from IEDB. The task is: Regression. Given a peptide amino acid sequence and an MHC pseudo amino acid sequence, predict their binding affinity value. This is MHC class II binding data. The peptide sequence is YFLLTRILTIPQSLD. The MHC is HLA-DPA10103-DPB10401 with pseudo-sequence HLA-DPA10103-DPB10401. The binding affinity (normalized) is 1.00.